Dataset: Forward reaction prediction with 1.9M reactions from USPTO patents (1976-2016). Task: Predict the product of the given reaction. Given the reactants [Si:1]([O:18][C:19]1[C:27]2[C:22](=[CH:23][N:24]=[CH:25][CH:26]=2)[O:21][CH:20]=1)([C:14]([CH3:17])([CH3:16])[CH3:15])([C:8]1[CH:13]=[CH:12][CH:11]=[CH:10][CH:9]=1)[C:2]1[CH:7]=[CH:6][CH:5]=[CH:4][CH:3]=1.[Br:28]Br, predict the reaction product. The product is: [Br:28][C:20]1[O:21][C:22]2=[CH:23][N:24]=[CH:25][CH:26]=[C:27]2[C:19]=1[O:18][Si:1]([C:14]([CH3:17])([CH3:15])[CH3:16])([C:2]1[CH:7]=[CH:6][CH:5]=[CH:4][CH:3]=1)[C:8]1[CH:13]=[CH:12][CH:11]=[CH:10][CH:9]=1.